This data is from Forward reaction prediction with 1.9M reactions from USPTO patents (1976-2016). The task is: Predict the product of the given reaction. (1) Given the reactants [C:1]([O:5][C:6](=[O:23])[CH2:7][CH2:8][N:9]([C:13]1[C:18]([N+:19]([O-])=O)=[CH:17][N:16]=[C:15]([Cl:22])[N:14]=1)[CH:10]([CH3:12])[CH3:11])([CH3:4])([CH3:3])[CH3:2].[H][H], predict the reaction product. The product is: [C:1]([O:5][C:6](=[O:23])[CH2:7][CH2:8][N:9]([C:13]1[C:18]([NH2:19])=[CH:17][N:16]=[C:15]([Cl:22])[N:14]=1)[CH:10]([CH3:12])[CH3:11])([CH3:3])([CH3:4])[CH3:2]. (2) The product is: [CH3:35][O:36][C@@H:4]([CH3:3])[CH2:5][O:8][C:9]1[CH:14]=[CH:13][C:12]([CH:15]([NH2:17])[CH3:16])=[CH:11][C:10]=1[C:18]([F:21])([F:20])[F:19]. Given the reactants CN1CC[CH:5]([O:8][C:9]2[CH:14]=[CH:13][C:12]([CH:15]([NH2:17])[CH3:16])=[CH:11][C:10]=2[C:18]([F:21])([F:20])[F:19])[CH2:4][CH2:3]1.FC1C=CC(C#N)=CC=1C(F)(F)F.[CH3:35][O:36][C@@H](C)CO, predict the reaction product. (3) The product is: [OH:19][CH2:20][C:8](=[O:10])[CH:7]([C:1]1[CH:2]=[CH:3][CH:4]=[CH:5][CH:6]=1)[CH2:11][CH3:12]. Given the reactants [C:1]1([CH:7]([CH2:11][CH3:12])[C:8]([OH:10])=O)[CH:6]=[CH:5][CH:4]=[CH:3][CH:2]=1.S(Cl)(Cl)=O.C[Si](C)(C)[O:19][CH:20](O[Si](C)(C)C)CO[Si](C)(C)C.Cl, predict the reaction product. (4) Given the reactants [Na+].[C:2]([S:6][C:7]1[C:15]2[C:10](=[CH:11][CH:12]=[C:13]([O:16][CH2:17][C:18]3[CH:23]=[CH:22][CH:21]=[CH:20][N:19]=3)[CH:14]=2)[N:9]([CH2:24][C:25]2[CH:30]=[CH:29][C:28]([C:31]3[CH:32]=[N:33][C:34]([O:37][CH2:38][CH3:39])=[CH:35][CH:36]=3)=[CH:27][CH:26]=2)[C:8]=1[CH2:40][C:41]([CH3:46])([CH3:45])[C:42]([O-:44])=[O:43])([CH3:5])([CH3:4])[CH3:3].C(Cl)(=O)C(Cl)=O.[N+:53]([O:56][CH2:57][CH:58]([OH:61])[CH2:59]O)([O-:55])=[O:54].C(N(C(C)C)CC)(C)C, predict the reaction product. The product is: [OH:61][CH:58]([CH2:57][O:56][N+:53]([O-:55])=[O:54])[CH2:59][O:43][C:42](=[O:44])[C:41]([CH3:45])([CH3:46])[CH2:40][C:8]1[N:9]([CH2:24][C:25]2[CH:30]=[CH:29][C:28]([C:31]3[CH:32]=[N:33][C:34]([O:37][CH2:38][CH3:39])=[CH:35][CH:36]=3)=[CH:27][CH:26]=2)[C:10]2[C:15]([C:7]=1[S:6][C:2]([CH3:5])([CH3:3])[CH3:4])=[CH:14][C:13]([O:16][CH2:17][C:18]1[CH:23]=[CH:22][CH:21]=[CH:20][N:19]=1)=[CH:12][CH:11]=2. (5) The product is: [C:1]([O:5][C:6](=[O:19])[NH:7][C@H:8]([C:12]1[CH:17]=[CH:16][CH:15]=[C:14]([F:18])[CH:13]=1)[CH2:9][CH:10]=[O:11])([CH3:4])([CH3:2])[CH3:3]. Given the reactants [C:1]([O:5][C:6](=[O:19])[NH:7][C@H:8]([C:12]1[CH:17]=[CH:16][CH:15]=[C:14]([F:18])[CH:13]=1)[CH2:9][CH2:10][OH:11])([CH3:4])([CH3:3])[CH3:2].CC(OI1(OC(C)=O)(OC(C)=O)OC(=O)C2C=CC=CC1=2)=O.[OH-].[Na+], predict the reaction product. (6) Given the reactants [NH2:1][C:2]1([C:15]([O-:17])=O)[CH2:7][CH2:6][N:5](C(OC(C)(C)C)=O)[CH2:4][CH2:3]1.C(Cl)(Cl)=O.C(C1C=CC(N)=CC=1C(F)(F)F)#N.O=C1[N:40]([C:41]2[CH:48]=[CH:47][C:44]([C:45]#[N:46])=[C:43]([C:49]([F:52])([F:51])[F:50])[CH:42]=2)[C:39](=[O:53])C2(CCCCC2)N1, predict the reaction product. The product is: [O:53]=[C:39]1[N:40]([C:41]2[CH:48]=[CH:47][C:44]([C:45]#[N:46])=[C:43]([C:49]([F:50])([F:51])[F:52])[CH:42]=2)[C:15](=[O:17])[C:2]2([CH2:3][CH2:4][NH:5][CH2:6][CH2:7]2)[NH:1]1. (7) Given the reactants CN(C(ON1N=NC2C=CC=NC1=2)=[N+](C)C)C.F[P-](F)(F)(F)(F)F.[CH3:25][O:26][C:27]1[CH:28]=[CH:29][C:30]([N:35]2[C:44](=[O:45])[C:43]3[C:38](=[CH:39][C:40]([C:48]([OH:50])=O)=[CH:41][C:42]=3[O:46][CH3:47])[NH:37][C:36]2=[S:51])=[N:31][C:32]=1[O:33][CH3:34].[Cl:52][C:53]1[CH:54]=[C:55]([CH:58]=[CH:59][CH:60]=1)[CH2:56][NH2:57].O, predict the reaction product. The product is: [Cl:52][C:53]1[CH:54]=[C:55]([CH:58]=[CH:59][CH:60]=1)[CH2:56][NH:57][C:48]([C:40]1[CH:39]=[C:38]2[C:43]([C:44](=[O:45])[N:35]([C:30]3[CH:29]=[CH:28][C:27]([O:26][CH3:25])=[C:32]([O:33][CH3:34])[N:31]=3)[C:36](=[S:51])[NH:37]2)=[C:42]([O:46][CH3:47])[CH:41]=1)=[O:50]. (8) The product is: [CH3:1][O:2][C:3]1[CH:4]=[C:5]([NH:11][C:12]2[N:17]=[C:16]([N:18]3[C:22]([CH3:23])=[CH:21][C:20]([C:24]([F:26])([F:25])[F:27])=[N:19]3)[C:15]([C:28]3[CH:29]=[C:30]([C:34]([NH:47][O:45][CH3:46])=[O:35])[CH:31]=[N:32][CH:33]=3)=[CH:14][N:13]=2)[CH:6]=[C:7]([O:9][CH3:10])[CH:8]=1. Given the reactants [CH3:1][O:2][C:3]1[CH:4]=[C:5]([NH:11][C:12]2[N:17]=[C:16]([N:18]3[C:22]([CH3:23])=[CH:21][C:20]([C:24]([F:27])([F:26])[F:25])=[N:19]3)[C:15]([C:28]3[CH:29]=[C:30]([C:34](O)=[O:35])[CH:31]=[N:32][CH:33]=3)=[CH:14][N:13]=2)[CH:6]=[C:7]([O:9][CH3:10])[CH:8]=1.C(N(CC)CC)C.Cl.[O:45]([NH2:47])[CH3:46].CN(C(ON1N=NC2C=CC=CC1=2)=[N+](C)C)C.[B-](F)(F)(F)F, predict the reaction product. (9) Given the reactants [NH2:1][C:2]1[C:3]([N+:13]([O-])=O)=[C:4]([CH:8]=[C:9]([O:11][CH3:12])[CH:10]=1)[C:5]([OH:7])=[O:6].[H][H], predict the reaction product. The product is: [NH2:13][C:3]1[C:2]([NH2:1])=[CH:10][C:9]([O:11][CH3:12])=[CH:8][C:4]=1[C:5]([OH:7])=[O:6]. (10) Given the reactants O=C[C@@H]([C@H]([C@@H]([C@@H](CO)O)O)O)O.[CH2:37]1[C@H:36]([NH2:43])[C@@H:35]([O:44][C@H]2O[C@H](CN)[C@@H](O)[C@H](O)[C@H]2O)[C@H](O)[C@@H](O[C@H]2O[C@H:38](CO)[C@@H:37](O)[C@H:36]([NH2:43])[C@H:35]2[OH:44])[C@@H:38]1N.C[C@H]1O[C@H]2O[C@H]3[C@H](O[C@@]2(O)C(=O)C1)[C@@H](NC)[C@@H](O)[C@@H](NC)[C@@H]3O.CC1(C)[S:74][C@@H:73]2[C@H](NC([C@H](N)C3C=CC=CC=3)=O)C(=O)N2[C@H]1C(O)=O.C1C([C@@H](O)[C@H](NC(C(Cl)Cl)=O)C[OH:102])=CC=C([N+]([O-])=O)C=1, predict the reaction product. The product is: [NH2:43][C@H:36]([C:35]([OH:44])=[O:102])[CH2:37][CH2:38][S:74][CH3:73].